Dataset: Catalyst prediction with 721,799 reactions and 888 catalyst types from USPTO. Task: Predict which catalyst facilitates the given reaction. (1) Reactant: C1(C(=[N:14][CH2:15][C:16]([O:18][CH2:19][CH:20]=[CH2:21])=[O:17])C2C=CC=CC=2)C=CC=CC=1.C[Si]([N-][Si](C)(C)C)(C)C.[Li+].[C:32]([Cl:40])(=[O:39])[C:33]1[CH:38]=[CH:37][CH:36]=[CH:35][CH:34]=1.Cl. Product: [ClH:40].[NH2:14][CH:15]([C:32](=[O:39])[C:33]1[CH:38]=[CH:37][CH:36]=[CH:35][CH:34]=1)[C:16]([O:18][CH2:19][CH:20]=[CH2:21])=[O:17]. The catalyst class is: 7. (2) Reactant: [CH3:1][S:2]([O:5][C:6]1[C:14]([O:15][CH3:16])=[CH:13][C:12]([C:17]2[N:18]([C:28]([O:30][C:31]([CH3:34])([CH3:33])[CH3:32])=[O:29])[C:19]3[C:24]([CH:25]=2)=[CH:23][C:22]([CH:26]=O)=[CH:21][CH:20]=3)=[C:11]2[C:7]=1[CH2:8][NH:9][C:10]2=[O:35])(=[O:4])=[O:3].[CH2:36]([NH:38][CH2:39][CH2:40][CH3:41])[CH3:37].C(O)(=O)C.C(O[BH-](OC(=O)C)OC(=O)C)(=O)C.[Na+]. Product: [CH3:1][S:2]([O:5][C:6]1[C:14]([O:15][CH3:16])=[CH:13][C:12]([C:17]2[N:18]([C:28]([O:30][C:31]([CH3:32])([CH3:33])[CH3:34])=[O:29])[C:19]3[C:24]([CH:25]=2)=[CH:23][C:22]([CH2:26][N:38]([CH2:39][CH2:40][CH3:41])[CH2:36][CH3:37])=[CH:21][CH:20]=3)=[C:11]2[C:7]=1[CH2:8][NH:9][C:10]2=[O:35])(=[O:3])=[O:4]. The catalyst class is: 10. (3) Reactant: [NH2:1][CH2:2][CH:3]1[N:12]2[C:7](=[CH:8][C:9](=[O:18])[C:10]([C:13]([O:15][CH2:16][CH3:17])=[O:14])=[CH:11]2)[C:6]2[CH:19]=[C:20]([O:26][CH2:27][CH3:28])[C:21]([O:23][CH2:24][CH3:25])=[CH:22][C:5]=2[CH2:4]1.C(N(CC)CC)C.[C:36](Cl)(=[O:43])[C:37]1[CH:42]=[CH:41][CH:40]=[CH:39][CH:38]=1. Product: [C:36]([NH:1][CH2:2][CH:3]1[N:12]2[C:7](=[CH:8][C:9](=[O:18])[C:10]([C:13]([O:15][CH2:16][CH3:17])=[O:14])=[CH:11]2)[C:6]2[CH:19]=[C:20]([O:26][CH2:27][CH3:28])[C:21]([O:23][CH2:24][CH3:25])=[CH:22][C:5]=2[CH2:4]1)(=[O:43])[C:37]1[CH:42]=[CH:41][CH:40]=[CH:39][CH:38]=1. The catalyst class is: 34.